Task: Predict the reaction yield, written as a fraction of the theoretical maximum amount of product (1.0 means a 100% yield; for example, 0.34 means a 34% yield).. Dataset: Reaction yield outcomes from USPTO patents with 853,638 reactions The catalyst is C1C=CC=CC=1.C(OCC)(=O)C. The reactants are [CH3:1][O:2][C:3]([CH:5]([CH2:9][C:10]1[CH:15]=[CH:14][C:13]([O:16][CH2:17][CH2:18][O:19][C:20]2[CH:21]=[C:22]3[C:27](=[CH:28][CH:29]=2)[N:26]=[CH:25][CH:24]=[CH:23]3)=[CH:12][CH:11]=1)[C:6]([OH:8])=O)=[O:4].S(Cl)(Cl)=O.[NH3:34]. The product is [C:6]([CH:5]([CH2:9][C:10]1[CH:15]=[CH:14][C:13]([O:16][CH2:17][CH2:18][O:19][C:20]2[CH:21]=[C:22]3[C:27](=[CH:28][CH:29]=2)[N:26]=[CH:25][CH:24]=[CH:23]3)=[CH:12][CH:11]=1)[C:3]([O:2][CH3:1])=[O:4])(=[O:8])[NH2:34]. The yield is 0.570.